Dataset: Catalyst prediction with 721,799 reactions and 888 catalyst types from USPTO. Task: Predict which catalyst facilitates the given reaction. (1) Reactant: BrC1N(C)N=CC=1[C:8](O)=[O:9].[NH:11]1[CH:20]2[CH:15]([CH2:16][CH2:17][CH2:18][CH2:19]2)[CH2:14][CH2:13][CH2:12]1.C(N(C(C)C)CC)(C)C.C1CN([P+](Br)(N2CCCC2)N2CCCC2)CC1.F[P-](F)(F)(F)(F)F. Product: [N:11]1([CH:8]=[O:9])[CH:20]2[CH:15]([CH2:16][CH2:17][CH2:18][CH2:19]2)[CH2:14][CH2:13][CH2:12]1. The catalyst class is: 120. (2) Reactant: [O:1]1[C:10]2[CH:9]=[C:8]([CH2:11][N:12]([CH:20]3[CH2:25][CH2:24][NH:23][CH2:22][CH2:21]3)[C:13](=[O:19])[O:14][C:15]([CH3:18])([CH3:17])[CH3:16])[N:7]=[CH:6][C:5]=2[O:4][CH2:3][CH2:2]1.Br[CH:27]([CH2:32][O:33][CH2:34][C:35]1[CH:40]=[CH:39][CH:38]=[CH:37][CH:36]=1)[C:28]([O:30][CH3:31])=[O:29].C(=O)([O-])[O-].[K+].[K+]. Product: [O:1]1[C:10]2[CH:9]=[C:8]([CH2:11][N:12]([C:13]([O:14][C:15]([CH3:18])([CH3:17])[CH3:16])=[O:19])[CH:20]3[CH2:25][CH2:24][N:23]([CH:27]([CH2:32][O:33][CH2:34][C:35]4[CH:40]=[CH:39][CH:38]=[CH:37][CH:36]=4)[C:28]([O:30][CH3:31])=[O:29])[CH2:22][CH2:21]3)[N:7]=[CH:6][C:5]=2[O:4][CH2:3][CH2:2]1. The catalyst class is: 3. (3) Reactant: [Cl:1][C:2]1[CH:3]=[CH:4][C:5]2[O:10][CH:9]([C:11]([N:13]3[CH2:18][CH2:17][C:16]([CH2:21][C:22]4[CH:27]=[CH:26][C:25]([F:28])=[CH:24][CH:23]=4)([C:19]#[N:20])[CH2:15][CH2:14]3)=[O:12])[CH2:8][NH:7][C:6]=2[CH:29]=1.C([O-])([O-])=O.[K+].[K+].[CH3:36][N:37](C=O)C. Product: [Cl:1][C:2]1[CH:3]=[CH:4][C:5]2[O:10][CH:9]([C:11]([N:13]3[CH2:18][CH2:17][C:16]([C:19]#[N:20])([CH2:21][C:22]4[CH:23]=[CH:24][C:25]([F:28])=[CH:26][CH:27]=4)[CH2:15][CH2:14]3)=[O:12])[CH2:8][N:7]([C:36]#[N:37])[C:6]=2[CH:29]=1. The catalyst class is: 6. (4) Reactant: I[C:2]1([C:7]2[S:8][CH:9]=[CH:10][CH:11]=2)[CH2:6][CH:5]=[CH:4][S:3]1.[CH2:12]([O:14][P:15]([C:20]1[CH:24]=[C:23]([Sn](CCCC)(CCCC)CCCC)[S:22][C:21]=1[C:38]1[S:39][C:40]([Sn](CCCC)(CCCC)CCCC)=[CH:41][C:42]=1[P:43]([O:48][CH2:49][CH3:50])([O:45][CH2:46][CH3:47])=[O:44])([O:17][CH2:18][CH3:19])=[O:16])[CH3:13].[F-].[K+]. Product: [CH2:46]([O:45][P:43]([C:42]1[CH:41]=[C:40]([C:4]2[S:3][C:2]([C:7]3[S:8][CH:9]=[CH:10][CH:11]=3)=[CH:6][CH:5]=2)[S:39][C:38]=1[C:21]1[S:22][C:23]([C:4]2[S:3][C:2]([C:7]3[S:8][CH:9]=[CH:10][CH:11]=3)=[CH:6][CH:5]=2)=[CH:24][C:20]=1[P:15]([O:17][CH2:18][CH3:19])([O:14][CH2:12][CH3:13])=[O:16])([O:48][CH2:49][CH3:50])=[O:44])[CH3:47]. The catalyst class is: 3. (5) The catalyst class is: 135. Product: [ClH:33].[F:1][C:2]1[CH:7]=[C:6]([S:8]([CH3:11])(=[O:10])=[O:9])[CH:5]=[CH:4][C:3]=1[NH:12][C@H:13]1[CH2:18][CH2:17][CH2:16][N:15]([CH:19]2[CH2:20][CH2:21][NH:22][CH2:23][CH2:24]2)[C:14]1=[O:32]. Reactant: [F:1][C:2]1[CH:7]=[C:6]([S:8]([CH3:11])(=[O:10])=[O:9])[CH:5]=[CH:4][C:3]=1[NH:12][C@H:13]1[CH2:18][CH2:17][CH2:16][N:15]([CH:19]2[CH2:24][CH2:23][N:22](C(OC(C)(C)C)=O)[CH2:21][CH2:20]2)[C:14]1=[O:32].[ClH:33]. (6) Reactant: [Cl:1][C:2]1[CH:3]=[C:4]([CH:20]=[CH:21][C:22]=1[C:23]([N:25]1[CH2:29][CH2:28][S:27][CH2:26]1)=[O:24])[C:5]([NH:7][CH:8]([C:10]1[NH:14][C:13]2[CH:15]=[CH:16][C:17]([Cl:19])=[CH:18][C:12]=2[N:11]=1)[CH3:9])=[O:6].ClC1C=C(C=CC=1)C(OO)=[O:35].ClCCl.CO.ClCl. Product: [Cl:1][C:2]1[CH:3]=[C:4]([CH:20]=[CH:21][C:22]=1[C:23]([N:25]1[CH2:29][CH2:28][S:27](=[O:35])[CH2:26]1)=[O:24])[C:5]([NH:7][CH:8]([C:10]1[NH:14][C:13]2[CH:15]=[CH:16][C:17]([Cl:19])=[CH:18][C:12]=2[N:11]=1)[CH3:9])=[O:6]. The catalyst class is: 4. (7) Reactant: [C:1]([Si:5]([C:19]1[CH:24]=[CH:23][CH:22]=[CH:21][CH:20]=1)([C:13]1[CH:18]=[CH:17][CH:16]=[CH:15][CH:14]=1)[O:6][CH2:7][C@H:8]([CH3:12])[C:9](O)=[O:10])([CH3:4])([CH3:3])[CH3:2].C(N(CC)CC)C.[Cl:32]C(OCC)=O. Product: [C:1]([Si:5]([C:19]1[CH:24]=[CH:23][CH:22]=[CH:21][CH:20]=1)([C:13]1[CH:18]=[CH:17][CH:16]=[CH:15][CH:14]=1)[O:6][CH2:7][C@H:8]([CH3:12])[C:9]([Cl:32])=[O:10])([CH3:4])([CH3:3])[CH3:2]. The catalyst class is: 4. (8) Reactant: [Br:1][C:2]1[CH:3]=[CH:4][C:5]([C:8]([OH:10])=O)=[N:6][CH:7]=1.[CH3:11][NH:12][CH3:13].C(N(C(C)C)CC)(C)C.CN(C(ON1N=NC2C=CC=NC1=2)=[N+](C)C)C.F[P-](F)(F)(F)(F)F. Product: [Br:1][C:2]1[CH:3]=[CH:4][C:5]([C:8]([N:12]([CH3:13])[CH3:11])=[O:10])=[N:6][CH:7]=1. The catalyst class is: 3.